Dataset: Forward reaction prediction with 1.9M reactions from USPTO patents (1976-2016). Task: Predict the product of the given reaction. (1) Given the reactants [Br:1][CH2:2][CH2:3][CH2:4][CH2:5][C:6]([CH3:21])([C:15]1[CH:20]=[CH:19][CH:18]=[CH:17][CH:16]=1)[CH2:7][O:8][CH:9]1[CH2:14][CH2:13][CH2:12][CH2:11][O:10]1.Br[CH2:23]CCCC(C)(C1C=CC(C)=CC=1)CO.O1C=CCCC1, predict the reaction product. The product is: [Br:1][CH2:2][CH2:3][CH2:4][CH2:5][C:6]([CH3:21])([C:15]1[CH:16]=[CH:17][C:18]([CH3:23])=[CH:19][CH:20]=1)[CH2:7][O:8][CH:9]1[CH2:14][CH2:13][CH2:12][CH2:11][O:10]1. (2) Given the reactants C([N:8](CC1C=CC=CC=1)[C:9]1[C:14]([O:15][CH3:16])=[CH:13][C:12]([N:17]2[CH2:22][CH2:21][N:20]([C:23]([O:25][C:26]([CH3:29])([CH3:28])[CH3:27])=[O:24])[CH2:19][CH2:18]2)=[C:11]([CH3:30])[CH:10]=1)C1C=CC=CC=1, predict the reaction product. The product is: [NH2:8][C:9]1[C:14]([O:15][CH3:16])=[CH:13][C:12]([N:17]2[CH2:22][CH2:21][N:20]([C:23]([O:25][C:26]([CH3:28])([CH3:27])[CH3:29])=[O:24])[CH2:19][CH2:18]2)=[C:11]([CH3:30])[CH:10]=1. (3) Given the reactants Br[C:2]1[CH:7]=[CH:6][C:5]([C:8](=[O:11])[CH2:9][CH3:10])=[C:4]([F:12])[CH:3]=1.[B:13]1([B:13]2[O:17][C:16]([CH3:19])([CH3:18])[C:15]([CH3:21])([CH3:20])[O:14]2)[O:17][C:16]([CH3:19])([CH3:18])[C:15]([CH3:21])([CH3:20])[O:14]1.C([O-])(=O)C.[K+], predict the reaction product. The product is: [F:12][C:4]1[CH:3]=[C:2]([B:13]2[O:17][C:16]([CH3:19])([CH3:18])[C:15]([CH3:21])([CH3:20])[O:14]2)[CH:7]=[CH:6][C:5]=1[C:8](=[O:11])[CH2:9][CH3:10]. (4) The product is: [CH2:12]([C:6]1([C:8]([O:10][CH3:11])=[O:9])[CH2:7][CH:4]([OH:3])[CH2:5]1)[CH3:13]. Given the reactants [H-].[Na+].[OH:3][CH:4]1[CH2:7][CH:6]([C:8]([O:10][CH3:11])=[O:9])[CH2:5]1.[CH:12](NC(C)C)(C)[CH3:13].[Li]CCCC.[Li+].CC([N-]C(C)C)C.C(I)C, predict the reaction product. (5) Given the reactants Cl[C:2]1[CH:7]=[C:6]([Cl:8])[N:5]=[C:4]([CH3:9])[N:3]=1.[CH3:10][C:11]1[S:12][C:13]([CH2:17][NH2:18])=[C:14]([CH3:16])[N:15]=1, predict the reaction product. The product is: [Cl:8][C:6]1[N:5]=[C:4]([CH3:9])[N:3]=[C:2]([NH:18][CH2:17][C:13]2[S:12][C:11]([CH3:10])=[N:15][C:14]=2[CH3:16])[CH:7]=1.